This data is from Full USPTO retrosynthesis dataset with 1.9M reactions from patents (1976-2016). The task is: Predict the reactants needed to synthesize the given product. (1) Given the product [Cl:19][C:13]1[CH:14]=[CH:15][CH:16]=[C:17]([Cl:18])[C:12]=1[NH:11][C:4]1[CH:3]=[CH:2][CH:1]=[CH:6][C:5]=1[CH2:7][C:8]([O:10][NH:32][C@H:33]([C:40]([OH:42])=[O:41])[CH2:34][C:35]1[N:39]=[CH:38][NH:37][CH:36]=1)=[O:9], predict the reactants needed to synthesize it. The reactants are: [CH:1]1[CH:2]=[CH:3][C:4]([NH:11][C:12]2[C:13]([Cl:19])=[CH:14][CH:15]=[CH:16][C:17]=2[Cl:18])=[C:5]([CH2:7][C:8]([OH:10])=[O:9])[CH:6]=1.C(N1C=CN=C1)(N1C=CN=C1)=O.[NH2:32][C@H:33]([C:40]([OH:42])=[O:41])[CH2:34][C:35]1[N:39]=[CH:38][NH:37][CH:36]=1. (2) Given the product [N+:1]([C:4]1[CH:13]=[C:12]([N+:14]([O-:16])=[O:15])[CH:11]=[C:10]2[C:5]=1[CH2:6][CH2:7][NH:8][CH2:9]2)([O-:3])=[O:2], predict the reactants needed to synthesize it. The reactants are: [N+:1]([C:4]1[CH:13]=[CH:12][CH:11]=[C:10]2[C:5]=1[CH2:6][CH2:7][NH:8][CH2:9]2)([O-:3])=[O:2].[N+:14]([O-])([OH:16])=[O:15].[OH-].[Na+].ClCCl. (3) Given the product [ClH:30].[O:17]=[C:15]1[S:14][CH:11]2[C:10]([CH2:9][NH:8][CH2:13][CH2:12]2)=[CH:16]1, predict the reactants needed to synthesize it. The reactants are: C1(C(C2C=CC=CC=2)(C2C=CC=CC=2)[N:8]2[CH2:13][CH2:12][CH:11]3[S:14][C:15](=[O:17])[CH:16]=[C:10]3[CH2:9]2)C=CC=CC=1.[ClH:30]. (4) Given the product [Cl:1][C:2]1[CH:3]=[CH:4][C:5]([CH2:6][N:7]2[C:12]([S:13][CH2:14][CH3:15])=[N:11][C:10](=[O:16])[N:9]([CH2:17][C:18]3[C:19](=[O:24])[N:20]([CH3:30])[CH:21]=[CH:22][CH:23]=3)[C:8]2=[O:25])=[CH:26][CH:27]=1, predict the reactants needed to synthesize it. The reactants are: [Cl:1][C:2]1[CH:27]=[CH:26][C:5]([CH2:6][N:7]2[C:12]([S:13][CH2:14][CH3:15])=[N:11][C:10](=[O:16])[N:9]([CH2:17][C:18]3[C:19](=[O:24])[NH:20][CH:21]=[CH:22][CH:23]=3)[C:8]2=[O:25])=[CH:4][CH:3]=1.[H-].[Na+].[CH3:30]OS(C(F)(F)F)(=O)=O.C(O)(=O)CC(CC(O)=O)(C(O)=O)O. (5) Given the product [C:20]([C:22]1[CH:23]=[C:24]([S:28]([N:8]2[C:9]3[C:14](=[CH:13][C:12]([C:16]#[N:17])=[CH:11][CH:10]=3)[CH:15]=[C:7]2[C:3]2[CH:2]=[N:1][CH:6]=[CH:5][CH:4]=2)(=[O:30])=[O:29])[CH:25]=[CH:26][CH:27]=1)#[N:21], predict the reactants needed to synthesize it. The reactants are: [N:1]1[CH:6]=[CH:5][CH:4]=[C:3]([C:7]2[NH:8][C:9]3[C:14]([CH:15]=2)=[CH:13][C:12]([C:16]#[N:17])=[CH:11][CH:10]=3)[CH:2]=1.[H-].[Na+].[C:20]([C:22]1[CH:23]=[C:24]([S:28](Cl)(=[O:30])=[O:29])[CH:25]=[CH:26][CH:27]=1)#[N:21].